This data is from Forward reaction prediction with 1.9M reactions from USPTO patents (1976-2016). The task is: Predict the product of the given reaction. (1) Given the reactants [C:1]([C:5]1[N:10]=[CH:9][C:8]([C:11]2[N:12]([C:32]([N:34]3[CH2:39][CH2:38][CH:37]([CH2:40][C:41]([OH:43])=O)[CH2:36][CH2:35]3)=[O:33])[C@@:13]([C:25]3[CH:30]=[CH:29][C:28]([Cl:31])=[CH:27][CH:26]=3)([CH3:24])[C@@:14]([C:17]3[CH:22]=[CH:21][C:20]([Cl:23])=[CH:19][CH:18]=3)([CH3:16])[N:15]=2)=[C:7]([O:44][CH2:45][CH3:46])[CH:6]=1)([CH3:4])([CH3:3])[CH3:2].[CH2:47]([O:49][CH2:50][CH2:51][NH:52][CH2:53][CH2:54][O:55][CH2:56][CH3:57])[CH3:48], predict the reaction product. The product is: [C:1]([C:5]1[N:10]=[CH:9][C:8]([C:11]2[N:12]([C:32]([N:34]3[CH2:35][CH2:36][CH:37]([CH2:40][C:41]([N:52]([CH2:53][CH2:54][O:55][CH2:56][CH3:57])[CH2:51][CH2:50][O:49][CH2:47][CH3:48])=[O:43])[CH2:38][CH2:39]3)=[O:33])[C@@:13]([C:25]3[CH:26]=[CH:27][C:28]([Cl:31])=[CH:29][CH:30]=3)([CH3:24])[C@@:14]([C:17]3[CH:18]=[CH:19][C:20]([Cl:23])=[CH:21][CH:22]=3)([CH3:16])[N:15]=2)=[C:7]([O:44][CH2:45][CH3:46])[CH:6]=1)([CH3:4])([CH3:2])[CH3:3]. (2) Given the reactants CS(C)=O.C(=O)([O-])O.[Na+].Cl.[NH2:11][OH:12].[CH2:13]([C:17]1[N:18]([CH2:31][C:32]2[CH:37]=[CH:36][C:35]([C:38]3[C:39]([C:44]#[N:45])=[CH:40][CH:41]=[CH:42][CH:43]=3)=[CH:34][CH:33]=2)[C:19]([CH2:29][OH:30])=[C:20]([C:22]2[CH:27]=[CH:26][C:25]([F:28])=[CH:24][CH:23]=2)[N:21]=1)[CH2:14][CH2:15][CH3:16], predict the reaction product. The product is: [CH2:13]([C:17]1[N:18]([CH2:31][C:32]2[CH:33]=[CH:34][C:35]([C:38]3[C:39]([C:44](=[N:11][OH:12])[NH2:45])=[CH:40][CH:41]=[CH:42][CH:43]=3)=[CH:36][CH:37]=2)[C:19]([CH2:29][OH:30])=[C:20]([C:22]2[CH:23]=[CH:24][C:25]([F:28])=[CH:26][CH:27]=2)[N:21]=1)[CH2:14][CH2:15][CH3:16]. (3) Given the reactants C[O:2][CH:3](OC)[C:4]1[CH:13]=[CH:12][C:7]([C:8]([O:10][CH3:11])=[O:9])=[C:6]([N+:14]([O-:16])=[O:15])[CH:5]=1.Cl, predict the reaction product. The product is: [CH:3]([C:4]1[CH:13]=[CH:12][C:7]([C:8]([O:10][CH3:11])=[O:9])=[C:6]([N+:14]([O-:16])=[O:15])[CH:5]=1)=[O:2]. (4) Given the reactants [CH:1]([O:4][C:5]1[CH:21]=[CH:20][C:8]([O:9][C:10]2[S:11][C:12]([C:15]#[C:16][CH:17]([NH2:19])[CH3:18])=[CH:13][N:14]=2)=[CH:7][CH:6]=1)([CH3:3])[CH3:2].ClC([N:26]=[C:27]=[O:28])(Cl)Cl, predict the reaction product. The product is: [CH:1]([O:4][C:5]1[CH:21]=[CH:20][C:8]([O:9][C:10]2[S:11][C:12]([C:15]#[C:16][CH:17]([NH:19][C:27]([NH2:26])=[O:28])[CH3:18])=[CH:13][N:14]=2)=[CH:7][CH:6]=1)([CH3:2])[CH3:3].